From a dataset of Catalyst prediction with 721,799 reactions and 888 catalyst types from USPTO. Predict which catalyst facilitates the given reaction. Reactant: [CH2:1]([NH:8][C:9]1[CH:14]=[CH:13][C:12]([CH3:15])=[CH:11][C:10]=1[N+:16]([O-])=O)[C:2]1[CH:7]=[CH:6][CH:5]=[CH:4][CH:3]=1. Product: [CH2:1]([NH:8][C:9]1[C:10]([NH2:16])=[CH:11][C:12]([CH3:15])=[CH:13][CH:14]=1)[C:2]1[CH:3]=[CH:4][CH:5]=[CH:6][CH:7]=1. The catalyst class is: 180.